From a dataset of Full USPTO retrosynthesis dataset with 1.9M reactions from patents (1976-2016). Predict the reactants needed to synthesize the given product. Given the product [NH2:25][C:9]1[C:8]([C:5]#[N:6])=[N:13][C:12]([C:14]2[CH:19]=[CH:18][N:17]=[CH:16][CH:15]=2)=[C:11]([C:20]2[O:21][CH:22]=[CH:23][CH:24]=2)[N:10]=1, predict the reactants needed to synthesize it. The reactants are: [C-]#N.[Na+].[Cu][C:5]#[N:6].Br[C:8]1[C:9]([NH2:25])=[N:10][C:11]([C:20]2[O:21][CH:22]=[CH:23][CH:24]=2)=[C:12]([C:14]2[CH:19]=[CH:18][N:17]=[CH:16][CH:15]=2)[N:13]=1.